From a dataset of Forward reaction prediction with 1.9M reactions from USPTO patents (1976-2016). Predict the product of the given reaction. (1) Given the reactants [CH3:1][C:2]1[S:6][C:5]([CH2:7][N:8]([C:16]2[C:17](=[O:35])[N:18]([CH3:34])[N:19]=[C:20]([O:22][CH2:23][C@H:24]3[CH2:26][C@@H:25]3[C:27]3[CH:32]=[CH:31][C:30]([CH3:33])=[CH:29][N:28]=3)[CH:21]=2)C(=O)OC(C)(C)C)=[N:4][N:3]=1, predict the reaction product. The product is: [CH3:34][N:18]1[C:17](=[O:35])[C:16]([NH:8][CH2:7][C:5]2[S:6][C:2]([CH3:1])=[N:3][N:4]=2)=[CH:21][C:20]([O:22][CH2:23][C@H:24]2[CH2:26][C@@H:25]2[C:27]2[CH:32]=[CH:31][C:30]([CH3:33])=[CH:29][N:28]=2)=[N:19]1. (2) Given the reactants [CH3:1][C:2]1[C:3]([CH3:21])=[CH:4][C:5]2[N:14]([CH2:15][CH:16]=O)[C:13]3[C:8]([C:9](=[O:19])[NH:10][C:11](=[O:18])[N:12]=3)=[N:7][C:6]=2[CH:20]=1.[Cl:22][C:23]1[CH:24]=[C:25]([CH2:30][NH2:31])[CH:26]=[CH:27][C:28]=1[Cl:29].CC(O)=O.C([BH3-])#N.[Na+], predict the reaction product. The product is: [Cl:22][C:23]1[CH:24]=[C:25]([CH:26]=[CH:27][C:28]=1[Cl:29])[CH2:30][NH:31][CH2:16][CH2:15][N:14]1[C:13]2[C:8]([C:9](=[O:19])[NH:10][C:11](=[O:18])[N:12]=2)=[N:7][C:6]2[CH:20]=[C:2]([CH3:1])[C:3]([CH3:21])=[CH:4][C:5]1=2.